From a dataset of Forward reaction prediction with 1.9M reactions from USPTO patents (1976-2016). Predict the product of the given reaction. (1) Given the reactants Cl[C:2]1[CH:7]=[CH:6][N:5]=[C:4]([N:8]2[C:20](=[O:21])[C:19]3[S:18][C:17]4[CH2:16][CH2:15][CH2:14][CH2:13][C:12]=4[C:11]=3[CH:10]=[N:9]2)[C:3]=1[CH:22]=[O:23].[CH3:24][N:25]1[C:30](=[O:31])[C:29]([NH:32][C:33]2[CH:38]=[CH:37][C:36]([N:39]3[CH2:44][CH2:43][N:42]([CH:45]4[CH2:48][O:47][CH2:46]4)[CH2:41][C@H:40]3[CH3:49])=[CH:35][N:34]=2)=[CH:28][C:27](C2C(C=O)=C(N3C=CN4C5CCCCC=5C=C4C3=O)N=CC=2)=[CH:26]1.[O-]P([O-])([O-])=O.[K+].[K+].[K+].C([O-])(=O)C.[Na+], predict the reaction product. The product is: [CH3:24][N:25]1[C:30](=[O:31])[C:29]([NH:32][C:33]2[CH:38]=[CH:37][C:36]([N:39]3[CH2:44][CH2:43][N:42]([CH:45]4[CH2:46][O:47][CH2:48]4)[CH2:41][C@H:40]3[CH3:49])=[CH:35][N:34]=2)=[CH:28][C:27]([C:2]2[CH:7]=[CH:6][N:5]=[C:4]([N:8]3[C:20](=[O:21])[C:19]4[S:18][C:17]5[CH2:16][CH2:15][CH2:14][CH2:13][C:12]=5[C:11]=4[CH:10]=[N:9]3)[C:3]=2[CH:22]=[O:23])=[CH:26]1. (2) Given the reactants [C:1]([CH2:3][N:4]1[C:9]2[CH:10]=[C:11]([C:32]3[CH:37]=[CH:36][CH:35]=[CH:34][CH:33]=3)[C:12]([C:14]3[CH:19]=[CH:18][C:17]([C:20]4([NH:24]C(=O)OC(C)(C)C)[CH2:23][CH2:22][CH2:21]4)=[CH:16][CH:15]=3)=[N:13][C:8]=2[O:7][CH2:6][S:5]1(=[O:39])=[O:38])#[N:2], predict the reaction product. The product is: [NH2:24][C:20]1([C:17]2[CH:18]=[CH:19][C:14]([C:12]3[C:11]([C:32]4[CH:33]=[CH:34][CH:35]=[CH:36][CH:37]=4)=[CH:10][C:9]4[N:4]([CH2:3][C:1]#[N:2])[S:5](=[O:39])(=[O:38])[CH2:6][O:7][C:8]=4[N:13]=3)=[CH:15][CH:16]=2)[CH2:21][CH2:22][CH2:23]1.